Dataset: Forward reaction prediction with 1.9M reactions from USPTO patents (1976-2016). Task: Predict the product of the given reaction. (1) Given the reactants [CH:1]([O:6][CH3:7])([O:4][CH3:5])OC.[O:8]1[CH2:13][CH2:12]C(=O)[CH2:10][CH2:9]1.CC1C=CC(S(O)(=O)=O)=CC=1.C[O-].[Na+].CO, predict the reaction product. The product is: [CH3:7][O:6][C:1]1([O:4][CH3:5])[CH2:12][CH2:13][O:8][CH2:9][CH2:10]1. (2) Given the reactants [CH2:1]([O:3][C:4]1[CH:5]=[C:6]([CH:9]=[C:10]([N+:13]([O-:15])=[O:14])[C:11]=1[OH:12])[CH:7]=O)C.C(N[N:19](NCC)[C:20](=[O:24])[CH2:21][C:22]#[N:23])C.[C:28](O)(=O)[CH3:29].N1CCC[CH2:34][CH2:33]1, predict the reaction product. The product is: [CH2:33]([N:19]([CH2:28][CH3:29])[C:20](=[O:24])[C:21]([C:22]#[N:23])=[CH:7][C:6]1[CH:9]=[C:10]([N+:13]([O-:15])=[O:14])[C:11]([OH:12])=[C:4]([O:3][CH3:1])[CH:5]=1)[CH3:34]. (3) Given the reactants C1(C(C2C=CC=CC=2)[N:8]2[CH2:11][CH:10]([N:12]3[CH2:17][CH2:16][N:15]([C:18](=[O:21])[CH2:19][CH3:20])[CH2:14][CH2:13]3)[CH2:9]2)C=CC=CC=1, predict the reaction product. The product is: [NH:8]1[CH2:9][CH:10]([N:12]2[CH2:17][CH2:16][N:15]([C:18](=[O:21])[CH2:19][CH3:20])[CH2:14][CH2:13]2)[CH2:11]1. (4) Given the reactants Cl.Cl.[F:3][C:4]1[CH:5]=[CH:6][CH:7]=[C:8]2[C:12]=1[N:11]([C:13]1[N:17]=[C:16]([CH:18]3[CH2:23][CH2:22][N:21]([CH:24]4[CH2:29][CH2:28][NH:27][CH2:26][CH2:25]4)[CH2:20][CH2:19]3)[O:15][N:14]=1)[N:10]=[C:9]2[CH:30]([CH3:32])[CH3:31].[F:33][CH:34]([F:38])[C:35](O)=[O:36].Cl.C(N=C=NCCCN(C)C)C.ON1C2C=CC=CC=2N=N1, predict the reaction product. The product is: [F:33][CH:34]([F:38])[C:35]([N:27]1[CH2:28][CH2:29][CH:24]([N:21]2[CH2:22][CH2:23][CH:18]([C:16]3[O:15][N:14]=[C:13]([N:11]4[C:12]5[C:8](=[CH:7][CH:6]=[CH:5][C:4]=5[F:3])[C:9]([CH:30]([CH3:32])[CH3:31])=[N:10]4)[N:17]=3)[CH2:19][CH2:20]2)[CH2:25][CH2:26]1)=[O:36]. (5) Given the reactants [CH2:1]([O:3][C:4]1[CH:23]=[CH:22][C:7]([O:8][CH:9]2[CH2:12][N:11]([C:13]3[CH:18]=[CH:17][C:16]([C@@H:19]([NH2:21])[CH3:20])=[CH:15][CH:14]=3)[CH2:10]2)=[CH:6][CH:5]=1)[CH3:2].[F:24][C:25]([F:36])([F:35])[C:26](O[C:26](=[O:27])[C:25]([F:36])([F:35])[F:24])=[O:27], predict the reaction product. The product is: [CH2:1]([O:3][C:4]1[CH:23]=[CH:22][C:7]([O:8][CH:9]2[CH2:10][N:11]([C:13]3[CH:18]=[CH:17][C:16]([C@@H:19]([NH:21][C:26](=[O:27])[C:25]([F:36])([F:35])[F:24])[CH3:20])=[CH:15][CH:14]=3)[CH2:12]2)=[CH:6][CH:5]=1)[CH3:2]. (6) Given the reactants [NH:1]([C:3]1[N:8]=[CH:7][N:6]=[C:5]2[N:9]([C:12]3[CH:17]=[CH:16][CH:15]=[C:14]([O:18][CH3:19])[N:13]=3)[N:10]=[CH:11][C:4]=12)[NH2:2].[Cl:20][C:21]1[CH:22]=[C:23]([CH:26]=[CH:27][N:28]=1)[CH:24]=O.COC1N=C(N2C3=NC=NC(NN=CC4C=CN=CC=4)=C3C=N2)C=CC=1, predict the reaction product. The product is: [CH3:19][O:18][C:14]1[N:13]=[C:12]([N:9]2[C:5]3=[N:6][CH:7]=[N:8][C:3]([NH:1][N:2]=[CH:24][C:23]4[CH:26]=[CH:27][N:28]=[C:21]([Cl:20])[CH:22]=4)=[C:4]3[CH:11]=[N:10]2)[CH:17]=[CH:16][CH:15]=1. (7) Given the reactants C(N(CC)CC)C.Br[C:9]1[CH:10]=[N:11][CH:12]=[C:13]([CH:16]=1)[C:14]#[N:15].[F-].C([N+](CCCC)(CCCC)CCCC)CCC.[F:35][C:36]1[CH:46]=[CH:45][C:44]([C:47]#[C:48][Si](C)(C)C)=[CH:43][C:37]=1[CH2:38][NH:39][C:40](=[O:42])[CH3:41], predict the reaction product. The product is: [C:14]([C:13]1[CH:16]=[C:9]([C:48]#[C:47][C:44]2[CH:45]=[CH:46][C:36]([F:35])=[C:37]([CH:43]=2)[CH2:38][NH:39][C:40](=[O:42])[CH3:41])[CH:10]=[N:11][CH:12]=1)#[N:15]. (8) The product is: [F:1][C:2]1[CH:7]=[CH:6][CH:5]=[CH:4][C:3]=1[C:8]1[CH:16]=[CH:15][CH:14]=[C:13]2[C:9]=1[CH2:10][CH2:11][N:12]2[C:43](=[O:44])[CH2:42][C:37]1[NH:38][C:39](=[O:41])[CH:40]=[C:35]([N:29]2[CH2:30][CH2:31][O:32][CH2:33][CH2:34]2)[N:36]=1. Given the reactants [F:1][C:2]1[CH:7]=[CH:6][CH:5]=[CH:4][C:3]=1[C:8]1[CH:16]=[CH:15][CH:14]=[C:13]2[C:9]=1[CH2:10][CH2:11][NH:12]2.Cl.CN(C)CCCN=C=NCC.[N:29]1([C:35]2[N:36]=[C:37]([CH2:42][C:43]([O-])=[O:44])[NH:38][C:39](=[O:41])[CH:40]=2)[CH2:34][CH2:33][O:32][CH2:31][CH2:30]1.[Na+], predict the reaction product. (9) The product is: [Cl:14][C:15]1[N:16]=[C:17]([O:22][CH3:23])[N:18]=[C:19]([C:8]2[CH:9]=[CH:10][C:5]([O:4][CH2:1][CH2:2][CH3:3])=[CH:6][CH:7]=2)[N:20]=1. Given the reactants [CH2:1]([O:4][C:5]1[CH:10]=[CH:9][C:8](B(O)O)=[CH:7][CH:6]=1)[CH2:2][CH3:3].[Cl:14][C:15]1[N:20]=[C:19](Cl)[N:18]=[C:17]([O:22][CH3:23])[N:16]=1.C(=O)([O-])[O-].[Na+].[Na+].O, predict the reaction product.